Dataset: Reaction yield outcomes from USPTO patents with 853,638 reactions. Task: Predict the reaction yield, written as a fraction of the theoretical maximum amount of product (1.0 means a 100% yield; for example, 0.34 means a 34% yield). (1) The reactants are [O:1]=[C:2]1[C:11]2[CH:10]=[CH:9][CH:8]=[C:7]3[NH:12][CH:13]([C:23]4[CH:28]=[CH:27][CH:26]=[CH:25][CH:24]=4)[CH:14]([C:15]4[CH:16]=[C:17]([CH:20]=[CH:21][CH:22]=4)[CH:18]=O)[C:5]([C:6]=23)=[N:4][NH:3]1.[CH:29]1([NH2:32])[CH2:31][CH2:30]1.[BH4-].[Na+]. The catalyst is CO. The product is [CH:29]1([NH:32][CH2:18][C:17]2[CH:16]=[C:15]([CH:14]3[C:5]4=[N:4][NH:3][C:2](=[O:1])[C:11]5[CH:10]=[CH:9][CH:8]=[C:7]([C:6]=54)[NH:12][CH:13]3[C:23]3[CH:28]=[CH:27][CH:26]=[CH:25][CH:24]=3)[CH:22]=[CH:21][CH:20]=2)[CH2:31][CH2:30]1. The yield is 0.190. (2) The reactants are C1(P(C2C=CC=CC=2)C2C=CC3C(=CC=CC=3)C=2C2C3C(=CC=CC=3)C=CC=2P(C2C=CC=CC=2)C2C=CC=CC=2)C=CC=CC=1.[N:47]12[CH2:55][CH2:54][CH:51]([CH2:52][CH2:53]1)[NH:50][CH2:49][CH2:48]2.Br[C:57]1[CH:69]=[CH:68][C:67]2[C:66]3[C:61](=[CH:62][CH:63]=[CH:64][CH:65]=3)[C:60](=[O:70])[C:59]=2[CH:58]=1.CC(C)([O-])C.[Na+]. The catalyst is C1(C)C=CC=CC=1.C1C=CC(/C=C/C(/C=C/C2C=CC=CC=2)=O)=CC=1.C1C=CC(/C=C/C(/C=C/C2C=CC=CC=2)=O)=CC=1.C1C=CC(/C=C/C(/C=C/C2C=CC=CC=2)=O)=CC=1.[Pd].[Pd]. The product is [N:47]12[CH2:55][CH2:54][CH:51]([CH2:52][CH2:53]1)[N:50]([C:57]1[CH:69]=[CH:68][C:67]3[C:66]4[C:61](=[CH:62][CH:63]=[CH:64][CH:65]=4)[C:60](=[O:70])[C:59]=3[CH:58]=1)[CH2:49][CH2:48]2. The yield is 0.430. (3) The yield is 0.680. The catalyst is C1COCC1. The product is [O:13]=[C:11]1[C:10]2[C:9](=[CH:17][CH:16]=[CH:15][CH:14]=2)[C:8](=[O:18])[N:12]1[CH2:2][C:3]1([C:6]#[N:7])[CH2:5][CH2:4]1. The reactants are O[CH2:2][C:3]1([C:6]#[N:7])[CH2:5][CH2:4]1.[C:8]1(=[O:18])[NH:12][C:11](=[O:13])[C:10]2=[CH:14][CH:15]=[CH:16][CH:17]=[C:9]12.C1(P(C2C=CC=CC=2)C2C=CC=CC=2)C=CC=CC=1.CCOC(/N=N/C(OCC)=O)=O. (4) The reactants are [S:1]1[CH:5]=[CH:4][C:3]2[CH:6]=[CH:7][C:8]([N:10]3[CH2:18][C:17]4[C:12](=[CH:13][C:14]([N+:19]([O-])=O)=[CH:15][CH:16]=4)[C:11]3=[O:22])=[CH:9][C:2]1=2.[Cl-].[NH4+].CO. The catalyst is [Fe].O. The product is [NH2:19][C:14]1[CH:13]=[C:12]2[C:17]([CH2:18][N:10]([C:8]3[CH:7]=[CH:6][C:3]4[CH:4]=[CH:5][S:1][C:2]=4[CH:9]=3)[C:11]2=[O:22])=[CH:16][CH:15]=1. The yield is 0.880. (5) The reactants are ClC1C(Cl)=C(C2C=CC=CC=2)N=C(C(Cl)=O)C=1.[F-].[K+].[F:20][C:21]1[C:26]([F:27])=[C:25]([C:28]2[CH:33]=[CH:32][CH:31]=[CH:30][CH:29]=2)[N:24]=[C:23]([C:34](F)=[O:35])[CH:22]=1.C(N(CC)CC)C.[CH:44]([OH:47])([CH3:46])[CH3:45]. The catalyst is S1(CCCC1)(=O)=O.O. The product is [F:20][C:21]1[C:26]([F:27])=[C:25]([C:28]2[CH:33]=[CH:32][CH:31]=[CH:30][CH:29]=2)[N:24]=[C:23]([C:34]([O:47][CH:44]([CH3:46])[CH3:45])=[O:35])[CH:22]=1. The yield is 0.700. (6) The reactants are [CH:1]1([C@H:7]([NH:31]C(=O)OC(C)(C)C)[C:8](=[O:30])[NH:9][C:10]2[CH:11]=[C:12]3[C:28](=[O:29])[NH:27][N:26]=[CH:25][C:14]4=[C:15]([C:19]5[CH:24]=[CH:23][CH:22]=[CH:21][CH:20]=5)[NH:16][C:17]([CH:18]=2)=[C:13]34)[CH2:6][CH2:5][CH2:4][CH2:3][CH2:2]1.[C:39]([OH:45])([C:41]([F:44])([F:43])[F:42])=[O:40].C(Cl)Cl. The catalyst is CO.C(OCC)C. The product is [F:42][C:41]([F:44])([F:43])[C:39]([OH:45])=[O:40].[NH2:31][C@@H:7]([CH:1]1[CH2:6][CH2:5][CH2:4][CH2:3][CH2:2]1)[C:8]([NH:9][C:10]1[CH:11]=[C:12]2[C:28](=[O:29])[NH:27][N:26]=[CH:25][C:14]3=[C:15]([C:19]4[CH:24]=[CH:23][CH:22]=[CH:21][CH:20]=4)[NH:16][C:17]([CH:18]=1)=[C:13]23)=[O:30]. The yield is 0.240. (7) The catalyst is C(Cl)Cl. The yield is 0.350. The reactants are [CH2:1]([C@@:4]1([C:20]2[CH:25]=[CH:24][C:23]([F:26])=[CH:22][CH:21]=2)[O:9][C:8](=[O:10])[N:7]([C@@H:11]([C:13]2[CH:18]=[CH:17][C:16]([Br:19])=[CH:15][CH:14]=2)[CH3:12])[CH2:6][CH2:5]1)[CH:2]=C.[O:27]=[O+][O-].[BH4-].[Na+]. The product is [Br:19][C:16]1[CH:17]=[CH:18][C:13]([C@H:11]([N:7]2[CH2:6][CH2:5][C@@:4]([C:20]3[CH:25]=[CH:24][C:23]([F:26])=[CH:22][CH:21]=3)([CH2:1][CH2:2][OH:27])[O:9][C:8]2=[O:10])[CH3:12])=[CH:14][CH:15]=1. (8) The yield is 0.900. The reactants are [N+:1]([C:4]1[C:5](O)=[N:6][CH:7]=[C:8]([C:10]([F:13])([F:12])[F:11])[CH:9]=1)([O-:3])=[O:2].N1C2C(=CC=CC=2)C=CC=1.P(Cl)(Cl)([Cl:27])=O.[OH-].[Na+]. The product is [Cl:27][C:5]1[C:4]([N+:1]([O-:3])=[O:2])=[CH:9][C:8]([C:10]([F:13])([F:12])[F:11])=[CH:7][N:6]=1. No catalyst specified. (9) The reactants are [CH2:1]([N:8]1[CH2:13][CH2:12][CH:11]([NH:14][C:15]2[C:20]([C:21](=[O:23])[CH3:22])=[CH:19][N:18]=[C:17]3[N:24]([CH2:27][O:28][CH2:29][CH2:30][Si:31]([CH3:34])([CH3:33])[CH3:32])[CH:25]=[CH:26][C:16]=23)[CH2:10][CH2:9]1)[C:2]1[CH:7]=[CH:6][CH:5]=[CH:4][CH:3]=1.[CH3:35]OC(OC)N(C)C. No catalyst specified. The product is [CH2:1]([N:8]1[CH2:13][CH2:12][CH:11]([N:14]2[C:15]3[C:20](=[CH:19][N:18]=[C:17]4[N:24]([CH2:27][O:28][CH2:29][CH2:30][Si:31]([CH3:33])([CH3:32])[CH3:34])[CH:25]=[CH:26][C:16]4=3)[C:21](=[O:23])[CH:22]=[CH:35]2)[CH2:10][CH2:9]1)[C:2]1[CH:3]=[CH:4][CH:5]=[CH:6][CH:7]=1. The yield is 0.850. (10) The reactants are [CH2:1]([C:3]1[CH:8]=[CH:7][C:6](O)=[CH:5][CH:4]=1)[CH3:2].[CH2:10]([O:12][CH:13]([CH2:19][C:20]1[CH:25]=[CH:24][C:23]([OH:26])=[CH:22][CH:21]=1)[C:14]([O:16][CH2:17][CH3:18])=[O:15])[CH3:11].N(C(N1CCCCC1)=O)=NC(N1CCC[CH2:33][CH2:32]1)=O.C1(P(C2C=CC=CC=2)C2C=CC=CC=2)C=CC=CC=1. The catalyst is ClCCl. The product is [CH2:10]([O:12][CH:13]([CH2:19][C:20]1[CH:21]=[CH:22][C:23]([O:26][CH2:2][CH2:1][C:3]2[CH:8]=[CH:7][C:6]([CH2:32][CH3:33])=[CH:5][CH:4]=2)=[CH:24][CH:25]=1)[C:14]([O:16][CH2:17][CH3:18])=[O:15])[CH3:11]. The yield is 0.440.